Dataset: Full USPTO retrosynthesis dataset with 1.9M reactions from patents (1976-2016). Task: Predict the reactants needed to synthesize the given product. (1) The reactants are: CO[Na].[Na].[F:5][C:6]([F:13])([F:12])[C:7]([O:9]CC)=O.[C:14]1([CH3:23])[CH:19]=[CH:18][C:17]([C:20](=[O:22])[CH3:21])=[CH:16][CH:15]=1. Given the product [F:13][C:6]([F:5])([F:12])[C:7](=[O:9])[CH2:21][C:20]([C:17]1[CH:18]=[CH:19][C:14]([CH3:23])=[CH:15][CH:16]=1)=[O:22], predict the reactants needed to synthesize it. (2) Given the product [CH2:1]([N:8]1[C:17]2[C:12](=[C:13]([C:18]3[C:23]([CH3:24])=[CH:22][C:21]([CH3:25])=[CH:20][C:19]=3[CH3:26])[CH:14]=[CH:15][CH:16]=2)[C:11](=[O:27])[C:10]([CH3:29])=[CH:9]1)[C:2]1[CH:7]=[CH:6][CH:5]=[CH:4][CH:3]=1, predict the reactants needed to synthesize it. The reactants are: [CH2:1]([N:8]1[C:17]2[C:12](=[C:13]([C:18]3[C:23]([CH3:24])=[CH:22][C:21]([CH3:25])=[CH:20][C:19]=3[CH3:26])[CH:14]=[CH:15][CH:16]=2)[C:11](=[O:27])[C:10](Br)=[CH:9]1)[C:2]1[CH:7]=[CH:6][CH:5]=[CH:4][CH:3]=1.[CH3:29]B(O)O.C(=O)([O-])[O-].[K+].[K+].O. (3) Given the product [Cl:11][C:8]1[CH:9]=[C:10]2[C:5](=[CH:6][CH:7]=1)[NH:4][C:3](=[O:12])[C:2]2([NH:21][C@@H:22]([CH2:28][C:29]1[CH:30]=[CH:31][N:32]=[CH:33][CH:34]=1)[C:23]([N:25]([CH3:27])[CH3:26])=[O:24])[C:13]1[CH:18]=[CH:17][CH:16]=[CH:15][C:14]=1[O:19][CH3:20], predict the reactants needed to synthesize it. The reactants are: Cl[C:2]1([C:13]2[CH:18]=[CH:17][CH:16]=[CH:15][C:14]=2[O:19][CH3:20])[C:10]2[C:5](=[CH:6][CH:7]=[C:8]([Cl:11])[CH:9]=2)[NH:4][C:3]1=[O:12].[NH2:21][C@@H:22]([CH2:28][C:29]1[CH:34]=[CH:33][N:32]=[CH:31][CH:30]=1)[C:23]([N:25]([CH3:27])[CH3:26])=[O:24].ClC1C=C2C(=CC=1)N(S(C1C=CC(OC)=CC=1OC(F)(F)F)(=O)=O)C(=O)C2(N[C@@H](CC(N)=O)C(N(C)C)=O)C1C=CC=CC=1OC. (4) Given the product [Cl:28][C:22]1[C:23]([Cl:27])=[CH:24][CH:25]=[CH:26][C:21]=1[S:18]([CH2:17][NH:16][CH2:15][CH2:14][CH2:13][C:12]([N:11]([CH3:30])[CH2:10][CH2:9][C:6]1[CH:5]=[CH:4][C:3]([C:1]2[N:33]([CH3:32])[CH2:34][CH2:35][N:2]=2)=[CH:8][CH:7]=1)=[O:29])(=[O:20])=[O:19], predict the reactants needed to synthesize it. The reactants are: [C:1]([C:3]1[CH:8]=[CH:7][C:6]([CH2:9][CH2:10][N:11]([CH3:30])[C:12](=[O:29])[CH2:13][CH2:14][CH2:15][NH:16][CH2:17][S:18]([C:21]2[CH:26]=[CH:25][CH:24]=[C:23]([Cl:27])[C:22]=2[Cl:28])(=[O:20])=[O:19])=[CH:5][CH:4]=1)#[N:2].[S].[CH3:32][NH:33][CH2:34][CH2:35]N.